This data is from Full USPTO retrosynthesis dataset with 1.9M reactions from patents (1976-2016). The task is: Predict the reactants needed to synthesize the given product. (1) Given the product [CH2:1]([C:3]1[CH:4]=[CH:5][C:6]([CH:9]2[CH2:10][O:17]2)=[N:7][CH:8]=1)[CH3:2], predict the reactants needed to synthesize it. The reactants are: [CH2:1]([C:3]1[CH:4]=[CH:5][C:6]([CH:9]=[CH2:10])=[N:7][CH:8]=1)[CH3:2].BrN1C(=[O:17])CCC1=O.C([O-])([O-])=O.[K+].[K+].CO. (2) Given the product [Cl:37][CH2:38][CH2:39][N:23]1[CH2:24][CH2:25][C:20]2[C:19]([C:27]([NH2:29])=[O:28])=[C:18]([NH:17][C:16]([NH:15][C:12]3[CH:11]=[CH:10][C:9]([Cl:8])=[CH:14][CH:13]=3)=[O:30])[S:26][C:21]=2[CH2:22]1, predict the reactants needed to synthesize it. The reactants are: FC(F)(F)C(O)=O.[Cl:8][C:9]1[CH:14]=[CH:13][C:12]([NH:15][C:16](=[O:30])[NH:17][C:18]2[S:26][C:21]3[CH2:22][NH:23][CH2:24][CH2:25][C:20]=3[C:19]=2[C:27]([NH2:29])=[O:28])=[CH:11][CH:10]=1.S([O-])([O-])(=O)=O.[Mg+2].[Cl:37][CH2:38][CH:39]=O.C([BH3-])#N.[Na+].